Dataset: Forward reaction prediction with 1.9M reactions from USPTO patents (1976-2016). Task: Predict the product of the given reaction. Given the reactants [Br:1][C:2]1[CH:3]=[N:4][C:5]2[N:6]([N:8]=[C:9]([C:11]([OH:13])=O)[CH:10]=2)[CH:7]=1.[CH3:14][CH:15]1[CH2:24][C:23]2[C:18](=[CH:19][CH:20]=[CH:21][CH:22]=2)[CH2:17][NH:16]1, predict the reaction product. The product is: [Br:1][C:2]1[CH:3]=[N:4][C:5]2[N:6]([N:8]=[C:9]([C:11]([N:16]3[C@@H:15]([CH3:14])[CH2:24][C:23]4[C:18](=[CH:19][CH:20]=[CH:21][CH:22]=4)[CH2:17]3)=[O:13])[CH:10]=2)[CH:7]=1.